From a dataset of NCI-60 drug combinations with 297,098 pairs across 59 cell lines. Regression. Given two drug SMILES strings and cell line genomic features, predict the synergy score measuring deviation from expected non-interaction effect. (1) Drug 1: C1=NC(=NC(=O)N1C2C(C(C(O2)CO)O)O)N. Drug 2: C1CNP(=O)(OC1)N(CCCl)CCCl. Cell line: PC-3. Synergy scores: CSS=15.8, Synergy_ZIP=-5.03, Synergy_Bliss=-2.13, Synergy_Loewe=-42.9, Synergy_HSA=-2.15. (2) Drug 1: CN1CCC(CC1)COC2=C(C=C3C(=C2)N=CN=C3NC4=C(C=C(C=C4)Br)F)OC. Drug 2: B(C(CC(C)C)NC(=O)C(CC1=CC=CC=C1)NC(=O)C2=NC=CN=C2)(O)O. Cell line: SN12C. Synergy scores: CSS=16.1, Synergy_ZIP=-3.99, Synergy_Bliss=0.529, Synergy_Loewe=2.39, Synergy_HSA=2.40. (3) Drug 1: C1CN1C2=NC(=NC(=N2)N3CC3)N4CC4. Drug 2: CNC(=O)C1=NC=CC(=C1)OC2=CC=C(C=C2)NC(=O)NC3=CC(=C(C=C3)Cl)C(F)(F)F. Cell line: SK-MEL-28. Synergy scores: CSS=1.37, Synergy_ZIP=-15.0, Synergy_Bliss=-41.4, Synergy_Loewe=-20.8, Synergy_HSA=-39.0. (4) Drug 1: C1=NC(=NC(=O)N1C2C(C(C(O2)CO)O)O)N. Drug 2: N.N.Cl[Pt+2]Cl. Cell line: HL-60(TB). Synergy scores: CSS=91.8, Synergy_ZIP=2.28, Synergy_Bliss=1.68, Synergy_Loewe=1.08, Synergy_HSA=4.55. (5) Drug 1: C1CN1C2=NC(=NC(=N2)N3CC3)N4CC4. Drug 2: C#CCC(CC1=CN=C2C(=N1)C(=NC(=N2)N)N)C3=CC=C(C=C3)C(=O)NC(CCC(=O)O)C(=O)O. Cell line: MOLT-4. Synergy scores: CSS=44.6, Synergy_ZIP=-2.83, Synergy_Bliss=-6.22, Synergy_Loewe=-6.13, Synergy_HSA=-6.08. (6) Drug 1: CC1=C2C(C(=O)C3(C(CC4C(C3C(C(C2(C)C)(CC1OC(=O)C(C(C5=CC=CC=C5)NC(=O)C6=CC=CC=C6)O)O)OC(=O)C7=CC=CC=C7)(CO4)OC(=O)C)O)C)OC(=O)C. Drug 2: CC1CCC2CC(C(=CC=CC=CC(CC(C(=O)C(C(C(=CC(C(=O)CC(OC(=O)C3CCCCN3C(=O)C(=O)C1(O2)O)C(C)CC4CCC(C(C4)OC)OP(=O)(C)C)C)C)O)OC)C)C)C)OC. Cell line: T-47D. Synergy scores: CSS=44.7, Synergy_ZIP=3.15, Synergy_Bliss=3.38, Synergy_Loewe=9.41, Synergy_HSA=10.5.